This data is from Forward reaction prediction with 1.9M reactions from USPTO patents (1976-2016). The task is: Predict the product of the given reaction. (1) Given the reactants [O:1]1[C:5]2[CH:6]=[CH:7][CH:8]=[CH:9][C:4]=2[C:3]([N:10]2[CH2:15][CH2:14][N:13]([CH2:16][CH2:17][C:18]3[CH:19]=[C:20]4[C:24](=[CH:25][CH:26]=3)[C:23]([CH3:28])([CH3:27])[CH:22]([NH2:29])[C:21]4([CH3:31])[CH3:30])[CH2:12][CH2:11]2)=[N:2]1.[C:32](OC(=O)C)(=[O:34])[CH3:33].C(N(CC)CC)C, predict the reaction product. The product is: [O:1]1[C:5]2[CH:6]=[CH:7][CH:8]=[CH:9][C:4]=2[C:3]([N:10]2[CH2:15][CH2:14][N:13]([CH2:16][CH2:17][C:18]3[CH:19]=[C:20]4[C:24](=[CH:25][CH:26]=3)[C:23]([CH3:27])([CH3:28])[CH:22]([NH:29][C:32](=[O:34])[CH3:33])[C:21]4([CH3:31])[CH3:30])[CH2:12][CH2:11]2)=[N:2]1. (2) The product is: [OH:34][CH2:33][CH2:32][O:31][C:27]1[CH:26]=[C:25]([CH:30]=[CH:29][CH:28]=1)[CH2:24][N:13]1[C:14]2[C:19](=[CH:18][C:17]([O:20][CH2:21][C:22]#[CH:23])=[CH:16][CH:15]=2)[C:10]([C:7]2[CH:6]=[CH:5][C:4]([CH:1]([CH3:2])[CH3:3])=[CH:9][CH:8]=2)=[N:11][C:12]1=[O:41]. Given the reactants [CH:1]([C:4]1[CH:9]=[CH:8][C:7]([C:10]2[C:19]3[C:14](=[CH:15][CH:16]=[C:17]([O:20][CH2:21][C:22]#[CH:23])[CH:18]=3)[N:13]([CH2:24][C:25]3[CH:30]=[CH:29][CH:28]=[C:27]([O:31][CH2:32][CH2:33][O:34]C4CCCCO4)[CH:26]=3)[C:12](=[O:41])[N:11]=2)=[CH:6][CH:5]=1)([CH3:3])[CH3:2], predict the reaction product.